This data is from Reaction yield outcomes from USPTO patents with 853,638 reactions. The task is: Predict the reaction yield, written as a fraction of the theoretical maximum amount of product (1.0 means a 100% yield; for example, 0.34 means a 34% yield). The reactants are [Cl:1][C:2]1[CH:8]=[C:7]([I:9])[CH:6]=[CH:5][C:3]=1[NH2:4].[C:10](OC(=O)C)(=[O:12])[CH3:11]. The catalyst is O1CCCC1. The product is [Cl:1][C:2]1[CH:8]=[C:7]([I:9])[CH:6]=[CH:5][C:3]=1[NH:4][C:10](=[O:12])[CH3:11]. The yield is 0.840.